Dataset: Forward reaction prediction with 1.9M reactions from USPTO patents (1976-2016). Task: Predict the product of the given reaction. (1) Given the reactants C([O:5][C:6](=O)[NH:7][C@H:8]1[CH2:13][CH2:12][C@H:11]([CH2:14][CH2:15][N:16]2[CH2:21][CH2:20][N:19]([C:22]3[CH:27]=[C:26]([CH2:28][CH2:29][O:30]C)[N:25]=[C:24]([C:32]([CH3:35])([CH3:34])[CH3:33])[N:23]=3)[CH2:18][CH2:17]2)[CH2:10][CH2:9]1)(C)(C)C.B(Br)(Br)Br.O.Cl[CH2:43]Cl, predict the reaction product. The product is: [C:32]([C:24]1[N:23]=[C:22]([N:19]2[CH2:20][CH2:21][N:16]([CH2:15][CH2:14][C@H:11]3[CH2:12][CH2:13][C@H:8]([NH:7][C:6](=[O:5])[CH3:43])[CH2:9][CH2:10]3)[CH2:17][CH2:18]2)[CH:27]=[C:26]([CH2:28][CH2:29][OH:30])[N:25]=1)([CH3:34])([CH3:33])[CH3:35]. (2) Given the reactants [F:1][C:2]([F:30])([F:29])[C:3]1[N:8]=[CH:7][C:6]([CH:9]2[C:18]3[C:13](=[CH:14][CH:15]=[CH:16][CH:17]=3)[CH2:12][CH2:11][N:10]2C(OCC2C=CC=CC=2)=O)=[CH:5][CH:4]=1, predict the reaction product. The product is: [F:30][C:2]([F:1])([F:29])[C:3]1[N:8]=[CH:7][C:6]([CH:9]2[C:18]3[C:13](=[CH:14][CH:15]=[CH:16][CH:17]=3)[CH2:12][CH2:11][NH:10]2)=[CH:5][CH:4]=1. (3) Given the reactants [C:1]([O:5][C:6](=[O:33])[C@H:7]([CH2:26][S:27][CH2:28][CH:29]([OH:32])[CH2:30][OH:31])[NH:8][C:9]([O:11][CH2:12][C:13]1[C:25]2[CH2:24][C:23]3[C:18](=[CH:19][CH:20]=[CH:21][CH:22]=3)[C:17]=2[CH:16]=[CH:15][CH:14]=1)=[O:10])([CH3:4])([CH3:3])[CH3:2].[C:34](Cl)(=[O:50])[CH2:35][CH2:36][CH2:37][CH2:38][CH2:39][CH2:40][CH2:41][CH2:42][CH2:43][CH2:44][CH2:45][CH2:46][CH2:47][CH2:48][CH3:49].C(Cl)Cl.C(N([CH2:60][CH3:61])CC)C, predict the reaction product. The product is: [C:1]([O:5][C:6](=[O:33])[C@H:7]([CH2:26][S:27][CH2:28][CH:29]([O:32][C:12](=[O:11])[CH2:13][CH2:14][CH2:15][CH2:16][CH2:17][CH2:25][CH2:24][CH2:23][CH2:22][CH2:21][CH2:20][CH2:19][CH2:18][CH2:60][CH3:61])[CH2:30][O:31][C:34](=[O:50])[CH2:35][CH2:36][CH2:37][CH2:38][CH2:39][CH2:40][CH2:41][CH2:42][CH2:43][CH2:44][CH2:45][CH2:46][CH2:47][CH2:48][CH3:49])[NH:8][C:9]([O:11][CH2:12][C:13]1[C:25]2[CH2:24][C:23]3[C:18](=[CH:19][CH:20]=[CH:21][CH:22]=3)[C:17]=2[CH:16]=[CH:15][CH:14]=1)=[O:10])([CH3:4])([CH3:2])[CH3:3]. (4) Given the reactants I[CH2:2][CH3:3].[CH3:4][C@@:5]12[C:22]([CH3:24])([CH3:23])[C@@H:8]([C:9]3[C:10](=[O:21])[N:11]([C:14]4[CH:19]=[CH:18][C:17]([CH3:20])=[CH:16][CH:15]=4)[NH:12][C:13]=31)[CH2:7][CH2:6]2.C(=O)([O-])[O-].[K+].[K+], predict the reaction product. The product is: [CH2:2]([N:12]1[C:13]2[C@@:5]3([CH3:4])[C:22]([CH3:24])([CH3:23])[C@H:8]([CH2:7][CH2:6]3)[C:9]=2[C:10](=[O:21])[N:11]1[C:14]1[CH:19]=[CH:18][C:17]([CH3:20])=[CH:16][CH:15]=1)[CH3:3].[CH2:2]([O:21][C:10]1[N:11]([C:14]2[CH:19]=[CH:18][C:17]([CH3:20])=[CH:16][CH:15]=2)[N:12]=[C:13]2[C:9]=1[C@@H:8]1[C:22]([CH3:24])([CH3:23])[C@@:5]2([CH3:4])[CH2:6][CH2:7]1)[CH3:3].